From a dataset of Forward reaction prediction with 1.9M reactions from USPTO patents (1976-2016). Predict the product of the given reaction. Given the reactants [O:1]1[CH2:6][CH2:5][N:4]([C:7]([C:9]2[N:10]=[C:11]([N:14]3[CH2:17][CH:16]([OH:18])[CH2:15]3)[S:12][CH:13]=2)=[O:8])[CH2:3][CH2:2]1.[CH3:19][S:20](Cl)(=[O:22])=[O:21].C(N(CC)CC)C, predict the reaction product. The product is: [O:1]1[CH2:2][CH2:3][N:4]([C:7]([C:9]2[N:10]=[C:11]([N:14]3[CH2:17][CH:16]([O:18][S:20]([CH3:19])(=[O:22])=[O:21])[CH2:15]3)[S:12][CH:13]=2)=[O:8])[CH2:5][CH2:6]1.